Dataset: Catalyst prediction with 721,799 reactions and 888 catalyst types from USPTO. Task: Predict which catalyst facilitates the given reaction. (1) Reactant: [C:1]1([N:7]=[C:8]=[O:9])[CH:6]=[CH:5][CH:4]=[CH:3][CH:2]=1.[NH2:10][C:11]1[CH:12]=[C:13]([C:17]2[CH:22]=[CH:21][C:20]([CH:23]=[C:24]3[S:28][C:27](=[O:29])[NH:26][C:25]3=[O:30])=[CH:19][CH:18]=2)[CH:14]=[CH:15][CH:16]=1.C(N(CC)CC)C. Product: [O:29]=[C:27]1[NH:26][C:25](=[O:30])[C:24](=[CH:23][C:20]2[CH:19]=[CH:18][C:17]([C:13]3[CH:14]=[CH:15][CH:16]=[C:11]([NH:10][C:8]([NH:7][C:1]4[CH:6]=[CH:5][CH:4]=[CH:3][CH:2]=4)=[O:9])[CH:12]=3)=[CH:22][CH:21]=2)[S:28]1. The catalyst class is: 4. (2) Reactant: [CH3:1][O:2][C:3]1[CH:8]=[CH:7][C:6]([CH2:9][C:10]#[N:11])=[CH:5][CH:4]=1.Cl.[NH2:13][OH:14].C(N(CC)CC)C. Product: [OH:14][NH:13][C:10](=[NH:11])[CH2:9][C:6]1[CH:7]=[CH:8][C:3]([O:2][CH3:1])=[CH:4][CH:5]=1. The catalyst class is: 8. (3) Reactant: [H-].[Na+].[F:3][C:4]1[CH:9]=[CH:8][CH:7]=[CH:6][C:5]=1[OH:10].Cl[C:12]1[N:13]=[CH:14][C:15]2[N:20]=[C:19]([C:21]3[CH:26]=[C:25]([CH3:27])[C:24]([O:28][CH3:29])=[C:23]([CH3:30])[CH:22]=3)[O:18][C:16]=2[N:17]=1. Product: [F:3][C:4]1[CH:9]=[CH:8][CH:7]=[CH:6][C:5]=1[O:10][C:12]1[N:13]=[CH:14][C:15]2[N:20]=[C:19]([C:21]3[CH:22]=[C:23]([CH3:30])[C:24]([O:28][CH3:29])=[C:25]([CH3:27])[CH:26]=3)[O:18][C:16]=2[N:17]=1. The catalyst class is: 44. (4) Reactant: C(Cl)CCl.C1C=CC2N(O)N=NC=2C=1.[NH2:15][CH2:16][C:17]1[C:18]([F:34])=[C:19]([O:24][C:25]2[CH:26]=[C:27]([CH:30]=[C:31]([Cl:33])[CH:32]=2)[C:28]#[N:29])[C:20]([Cl:23])=[CH:21][CH:22]=1.[CH3:35][C:36]([O:39][C:40]([N:42]([C:52]([O:54][C:55]([CH3:58])([CH3:57])[CH3:56])=[O:53])[C:43]1[NH:44][C:45]([C:49](O)=[O:50])=[C:46]([Br:48])[N:47]=1)=[O:41])([CH3:38])[CH3:37].C(=O)(O)[O-].[Na+]. Product: [Br:48][C:46]1[N:47]=[C:43]([N:42]([C:52]([O:54][C:55]([CH3:58])([CH3:57])[CH3:56])=[O:53])[C:40]([O:39][C:36]([CH3:38])([CH3:37])[CH3:35])=[O:41])[NH:44][C:45]=1[C:49]([NH:15][CH2:16][C:17]1[CH:22]=[CH:21][C:20]([Cl:23])=[C:19]([O:24][C:25]2[CH:26]=[C:27]([C:28]#[N:29])[CH:30]=[C:31]([Cl:33])[CH:32]=2)[C:18]=1[F:34])=[O:50]. The catalyst class is: 3. (5) Reactant: [C:1]([O:5][C:6]([N:8]1[CH2:13][CH2:12][CH:11]([O:14][CH2:15][C:16]([OH:18])=O)[CH2:10][CH2:9]1)=[O:7])([CH3:4])([CH3:3])[CH3:2].C([N:21](CC)CC)C.C(OC(Cl)=O)C(C)C.N. Product: [C:1]([O:5][C:6]([N:8]1[CH2:13][CH2:12][CH:11]([O:14][CH2:15][C:16](=[O:18])[NH2:21])[CH2:10][CH2:9]1)=[O:7])([CH3:4])([CH3:3])[CH3:2]. The catalyst class is: 76. (6) Reactant: [CH3:1][N:2]([CH3:27])[C:3]([CH2:5][O:6][N:7]([CH2:19][C:20]1[CH:25]=[CH:24][C:23]([F:26])=[CH:22][CH:21]=1)[C:8](=[O:18])[CH:9]=[C:10]1[C:14](=[O:15])[O:13]C(C)(C)[O:11]1)=[O:4].[OH-].[Li+].Cl. Product: [CH3:27][N:2]([CH3:1])[C:3]([CH2:5][O:6][N:7]([CH2:19][C:20]1[CH:21]=[CH:22][C:23]([F:26])=[CH:24][CH:25]=1)[C:8]([CH:9]=[C:10]([OH:11])[C:14]([OH:15])=[O:13])=[O:18])=[O:4]. The catalyst class is: 7. (7) Reactant: [H-].[Na+].[N:3]1([CH2:8][C:9]#[N:10])[CH:7]=[CH:6][CH:5]=[N:4]1.Br[CH2:12][CH2:13]Br.[Cl-].[NH4+]. The catalyst class is: 16. Product: [N:3]1([C:8]2([C:9]#[N:10])[CH2:13][CH2:12]2)[CH:7]=[CH:6][CH:5]=[N:4]1.